From a dataset of Reaction yield outcomes from USPTO patents with 853,638 reactions. Predict the reaction yield, written as a fraction of the theoretical maximum amount of product (1.0 means a 100% yield; for example, 0.34 means a 34% yield). (1) The reactants are [CH3:1][N:2]([C:11]1[CH:12]=[CH:13][CH:14]=[C:15]2[C:19]=1[NH:18][C:17]([C:20]1[S:21][C:22]3([CH2:29][CH2:28][NH:27][CH2:26][CH2:25]3)[CH2:23][N:24]=1)=[CH:16]2)[S:3]([C:6]1[S:7][CH:8]=[CH:9][CH:10]=1)(=[O:5])=[O:4].[CH3:30][N:31]1[CH:35]=[CH:34][N:33]=[C:32]1[CH:36]=O.C(O[BH-](OC(=O)C)OC(=O)C)(=O)C.[Na+].O. The catalyst is O1CCCC1. The product is [CH3:1][N:2]([C:11]1[CH:12]=[CH:13][CH:14]=[C:15]2[C:19]=1[NH:18][C:17]([C:20]1[S:21][C:22]3([CH2:29][CH2:28][N:27]([CH2:36][C:32]4[N:31]([CH3:30])[CH:35]=[CH:34][N:33]=4)[CH2:26][CH2:25]3)[CH2:23][N:24]=1)=[CH:16]2)[S:3]([C:6]1[S:7][CH:8]=[CH:9][CH:10]=1)(=[O:4])=[O:5]. The yield is 0.120. (2) The reactants are [CH3:1][N:2]([CH2:4][C:5]1[CH:22]=[CH:21][C:8](/[CH:9]=[N:10]/[C:11]2[CH:19]=[CH:18]C=C3[C:12]=2[CH2:13][O:14]C3=O)=[CH:7][CH:6]=1)[CH3:3].[Cl:23][C:24]1[CH:31]=[CH:30][C:27]([CH:28]=O)=[CH:26][CH:25]=1.C[O-].[Na+].CO.[C:37]([O:41][CH2:42][CH3:43])(=[O:40])[CH2:38][CH3:39]. No catalyst specified. The product is [Cl:23][C:24]1[CH:31]=[CH:30][C:27]([CH:28]2[C:13](=[O:14])[C:12]3[C:38]([C:37]([O:41][CH2:42][CH3:43])=[O:40])=[CH:39][CH:18]=[CH:19][C:11]=3[NH:10][CH:9]2[C:8]2[CH:7]=[CH:6][C:5]([CH2:4][N:2]([CH3:3])[CH3:1])=[CH:22][CH:21]=2)=[CH:26][CH:25]=1. The yield is 0.280. (3) The reactants are [N:1]1[N:2]=[C:3]([C:10]2[CH:19]=[CH:18][C:17]3[C:12](=[C:13]([O:20][C@H:21]4[C@H:27]([F:28])[CH2:26][CH2:25][NH:24][CH2:23][CH2:22]4)[CH:14]=[CH:15][CH:16]=3)[N:11]=2)[N:4]2[CH:9]=[CH:8][CH:7]=[CH:6][C:5]=12.[C:29]([O-])([O-])=O.[Na+].[Na+].C(O)=O.C=O. The catalyst is C(Cl)Cl. The product is [N:1]1[N:2]=[C:3]([C:10]2[CH:19]=[CH:18][C:17]3[C:12](=[C:13]([O:20][C@H:21]4[C@H:27]([F:28])[CH2:26][CH2:25][N:24]([CH3:29])[CH2:23][CH2:22]4)[CH:14]=[CH:15][CH:16]=3)[N:11]=2)[N:4]2[CH:9]=[CH:8][CH:7]=[CH:6][C:5]=12. The yield is 0.550. (4) The product is [CH2:1]([O:3][CH:4]([CH2:9][C:10]1[CH:11]=[CH:12][C:13]([CH2:16][NH:17][CH2:18][CH2:19][CH2:20][CH2:21][CH2:22][CH2:23][CH3:24])=[CH:14][CH:15]=1)[C:5]([O:7][CH3:8])=[O:6])[CH3:2]. The yield is 0.600. The catalyst is CO.C(OCC)(=O)C. The reactants are [CH2:1]([O:3][CH:4]([CH2:9][C:10]1[CH:15]=[CH:14][C:13]([CH:16]=[N:17][CH2:18][CH2:19][CH2:20][CH2:21][CH2:22][CH2:23][CH3:24])=[CH:12][CH:11]=1)[C:5]([O:7][CH3:8])=[O:6])[CH3:2].Cl.C([BH3-])#N.[Na+]. (5) The reactants are [CH3:1][O:2][C:3](=[O:34])[C:4]1[CH:9]=[CH:8][CH:7]=[C:6]([CH2:10][N:11]2[C:19]3[C:14](=[CH:15][C:16]([F:20])=[CH:17][CH:18]=3)[C@:13]3([CH2:22][C@:21]3([C:26]3[CH:31]=[CH:30][C:29](I)=[CH:28][CH:27]=3)[CH:23]([CH3:25])[CH3:24])[C:12]2=[O:33])[CH:5]=1.[C-:35]#[N:36].[Na+]. The catalyst is O1CCCC1.[Cu]I.C1C=CC([P]([Pd]([P](C2C=CC=CC=2)(C2C=CC=CC=2)C2C=CC=CC=2)([P](C2C=CC=CC=2)(C2C=CC=CC=2)C2C=CC=CC=2)[P](C2C=CC=CC=2)(C2C=CC=CC=2)C2C=CC=CC=2)(C2C=CC=CC=2)C2C=CC=CC=2)=CC=1. The product is [CH3:1][O:2][C:3](=[O:34])[C:4]1[CH:9]=[CH:8][CH:7]=[C:6]([CH2:10][N:11]2[C:19]3[C:14](=[CH:15][C:16]([F:20])=[CH:17][CH:18]=3)[C@:13]3([CH2:22][C@:21]3([C:26]3[CH:31]=[CH:30][C:29]([C:35]#[N:36])=[CH:28][CH:27]=3)[CH:23]([CH3:25])[CH3:24])[C:12]2=[O:33])[CH:5]=1. The yield is 0.455.